Dataset: Forward reaction prediction with 1.9M reactions from USPTO patents (1976-2016). Task: Predict the product of the given reaction. Given the reactants [NH:1]1[CH:5]=[CH:4][CH:3]=[C:2]1[C:6]#[N:7].[NH2:8][OH:9], predict the reaction product. The product is: [OH:9][NH:8][C:6]([C:2]1[NH:1][CH:5]=[CH:4][CH:3]=1)=[NH:7].